This data is from Catalyst prediction with 721,799 reactions and 888 catalyst types from USPTO. The task is: Predict which catalyst facilitates the given reaction. (1) Reactant: Br[CH2:2][C:3]([C:5]1[CH:14]=[C:13]([O:15][CH3:16])[C:8]2[O:9][CH2:10][CH2:11][O:12][C:7]=2[C:6]=1[O:17][CH3:18])=[O:4].[C:19]1([C:25](=[O:35])[CH2:26][C:27]([C:29]2[CH:34]=[CH:33][CH:32]=[CH:31][CH:30]=2)=[O:28])[CH:24]=[CH:23][CH:22]=[CH:21][CH:20]=1.C([O-])([O-])=O.[K+].[K+]. Product: [C:27]([CH:26]([CH2:2][C:3]([C:5]1[CH:14]=[C:13]([O:15][CH3:16])[C:8]2[O:9][CH2:10][CH2:11][O:12][C:7]=2[C:6]=1[O:17][CH3:18])=[O:4])[C:25]([C:19]1[CH:24]=[CH:23][CH:22]=[CH:21][CH:20]=1)=[O:35])(=[O:28])[C:29]1[CH:30]=[CH:31][CH:32]=[CH:33][CH:34]=1. The catalyst class is: 21. (2) Reactant: C([O:5][C:6](=[O:30])[CH2:7][C:8]1[CH:13]=[CH:12][C:11]([C:14]2[N:18]3[CH:19]=[CH:20][C:21]([C:23]4[CH:28]=[CH:27][N:26]=[CH:25][CH:24]=4)=[CH:22][C:17]3=[N:16][CH:15]=2)=[CH:10][C:9]=1[F:29])(C)(C)C.[ClH:31]. Product: [ClH:31].[ClH:31].[F:29][C:9]1[CH:10]=[C:11]([C:14]2[N:18]3[CH:19]=[CH:20][C:21]([C:23]4[CH:28]=[CH:27][N:26]=[CH:25][CH:24]=4)=[CH:22][C:17]3=[N:16][CH:15]=2)[CH:12]=[CH:13][C:8]=1[CH2:7][C:6]([OH:30])=[O:5]. The catalyst class is: 127.